Task: Predict the reaction yield, written as a fraction of the theoretical maximum amount of product (1.0 means a 100% yield; for example, 0.34 means a 34% yield).. Dataset: Reaction yield outcomes from USPTO patents with 853,638 reactions The reactants are [N:1]([C@H:4]1[C@H:19](O)[CH2:18][C@@H:17](/C(/C)=C/C2N=C(C)SC=2)[O:16][C:15](=[O:30])[CH2:14][C@H:13](O)[C:12](C)(C)[C:11](=[O:34])[C@H:10](C)[C@@H:9](O)[C@@H:8](C)[CH2:7][CH2:6][CH2:5]1)=[N+]=[N-].N([C@H]1C[C@@H](/C(/C)=C/C2N=C(C)SC=2)OC(=O)C[C@H](O)C(C)(C)C(=O)[C@H](C)[C@@H](O)[C@@H](C)CCC[C@@H]1O)=[N+]=[N-].C1(P(C2C=CC=CC=2)C2C=CC=CC=2)C=CC=CC=1. The catalyst is C(#N)C. The product is [CH:19]12[NH:1][CH:4]1[CH2:5][CH2:6][CH2:7][CH2:8][CH2:9][CH2:10][C:11](=[O:34])[CH2:12][CH2:13][CH2:14][C:15](=[O:30])[O:16][CH2:17][CH2:18]2. The yield is 0.460.